This data is from Forward reaction prediction with 1.9M reactions from USPTO patents (1976-2016). The task is: Predict the product of the given reaction. (1) Given the reactants [OH:1][C:2]1([CH3:33])[C:11]2[C:6](=[N:7][C:8]([C:19]3[CH:24]=[CH:23][C:22]([CH3:25])=[CH:21][CH:20]=3)=[C:9]([C:12]3[CH:17]=[CH:16][C:15]([CH3:18])=[CH:14][CH:13]=3)[N:10]=2)[N:5](C(OC(C)(C)C)=O)[CH2:4][CH2:3]1.O1CCOCC1, predict the reaction product. The product is: [CH3:33][C:2]1([OH:1])[C:11]2[C:6](=[N:7][C:8]([C:19]3[CH:24]=[CH:23][C:22]([CH3:25])=[CH:21][CH:20]=3)=[C:9]([C:12]3[CH:13]=[CH:14][C:15]([CH3:18])=[CH:16][CH:17]=3)[N:10]=2)[NH:5][CH2:4][CH2:3]1. (2) Given the reactants [CH2:1]([CH:5]1[CH2:10][CH2:9][CH2:8][C:7](=[O:11])[CH2:6]1)[CH2:2][CH2:3][CH3:4].[Br:12]C1CC(C(C)C)CCC1=O, predict the reaction product. The product is: [Br:12][CH:8]1[CH2:9][CH2:10][CH:5]([CH2:1][CH2:2][CH2:3][CH3:4])[CH2:6][C:7]1=[O:11]. (3) The product is: [C:24]([C:19]1[CH:18]=[C:17]([S:14]([N:7]2[C:8]3=[N:9][CH:10]=[CH:11][CH:12]=[C:13]3[C:5]([CH2:4][C:3]([OH:27])=[O:2])=[C:6]2[CH3:26])(=[O:16])=[O:15])[CH:22]=[CH:21][C:20]=1[N:34]1[CH2:39][CH2:38][O:37][CH2:36][CH2:35]1)#[N:25]. Given the reactants C[O:2][C:3](=[O:27])[CH2:4][C:5]1[C:13]2[C:8](=[N:9][CH:10]=[CH:11][CH:12]=2)[N:7]([S:14]([C:17]2[CH:22]=[CH:21][C:20](F)=[C:19]([C:24]#[N:25])[CH:18]=2)(=[O:16])=[O:15])[C:6]=1[CH3:26].C(=O)([O-])[O-].[K+].[K+].[NH:34]1[CH2:39][CH2:38][O:37][CH2:36][CH2:35]1, predict the reaction product. (4) Given the reactants [CH3:1][O:2][C:3]1[CH:4]=[C:5]([CH:18]=[CH:19][C:20]=1[O:21][CH3:22])[C:6]([C:8]1[CH:17]=[CH:16][C:11]([C:12]([O:14]C)=[O:13])=[CH:10][CH:9]=1)=[O:7].[OH-].[Na+], predict the reaction product. The product is: [CH3:1][O:2][C:3]1[CH:4]=[C:5]([CH:18]=[CH:19][C:20]=1[O:21][CH3:22])[C:6]([C:8]1[CH:17]=[CH:16][C:11]([C:12]([OH:14])=[O:13])=[CH:10][CH:9]=1)=[O:7]. (5) The product is: [NH2:4][CH2:5][CH2:6][C:7]1[N:8]([CH:29]([C:36]2[CH:41]=[CH:40][CH:39]=[CH:38][CH:37]=2)[C:30]2[CH:35]=[CH:34][CH:33]=[CH:32][CH:31]=2)[C:9]2[C:14]([C:15]=1[CH:16]([CH3:17])[CH2:15][C:14]1[CH:9]=[CH:10][C:11]([C:45]([OH:46])=[O:42])=[CH:12][CH:13]=1)=[CH:13][C:12]([Cl:44])=[CH:11][CH:10]=2. Given the reactants C([NH:4][CH2:5][CH2:6][C:7]1[N:8]([CH:29]([C:36]2[CH:41]=[CH:40][CH:39]=[CH:38][CH:37]=2)[C:30]2[CH:35]=[CH:34][CH:33]=[CH:32][CH:31]=2)[C:9]2[C:14]([C:15]=1[CH2:16][CH2:17]CC1C=CC(C(O)=O)=CC=1)=[CH:13][C:12](Cl)=[CH:11][CH:10]=2)(=O)C.[OH-:42].[K+].[ClH:44].[CH3:45][OH:46], predict the reaction product. (6) The product is: [Cl:33][C:28]1[CH:27]=[C:26]([CH:31]=[C:30]([Cl:32])[CH:29]=1)[O:25][C:9]1[C:10]([CH2:23][CH3:24])=[N:11][N:12]([CH2:13][CH2:14][NH:15][C:16](=[O:22])[O:17][C:18]([CH3:21])([CH3:20])[CH3:19])[C:8]=1[CH2:7][N:1]1[CH:5]=[CH:4][CH:3]=[N:2]1. Given the reactants [NH:1]1[CH:5]=[CH:4][CH:3]=[N:2]1.Br[CH2:7][C:8]1[N:12]([CH2:13][CH2:14][NH:15][C:16](=[O:22])[O:17][C:18]([CH3:21])([CH3:20])[CH3:19])[N:11]=[C:10]([CH2:23][CH3:24])[C:9]=1[O:25][C:26]1[CH:31]=[C:30]([Cl:32])[CH:29]=[C:28]([Cl:33])[CH:27]=1.[H-].[Na+], predict the reaction product. (7) Given the reactants Cl.[Br:2][C:3]1[CH:8]=[CH:7][C:6]([O:9]N)=[CH:5][CH:4]=1.O=[C:12]1[CH2:18][CH2:17][CH2:16][N:15]([C:19]([O:21][C:22]([CH3:25])([CH3:24])[CH3:23])=[O:20])[CH2:14][CH2:13]1, predict the reaction product. The product is: [Br:2][C:3]1[CH:8]=[CH:7][C:6]2[O:9][C:12]3[CH2:13][CH2:14][N:15]([C:19]([O:21][C:22]([CH3:25])([CH3:24])[CH3:23])=[O:20])[CH2:16][CH2:17][C:18]=3[C:5]=2[CH:4]=1.